Predict the reactants needed to synthesize the given product. From a dataset of Full USPTO retrosynthesis dataset with 1.9M reactions from patents (1976-2016). Given the product [C:1]([N:4]1[CH2:9][CH2:8][CH:7]([C:10]2[O:11][C:12]3[C:13](=[C:15]([C:27]#[N:28])[C:16]([CH3:26])=[C:17]([C:20]4[CH:25]=[CH:24][CH:23]=[CH:22][CH:21]=4)[C:18]=3[N:40]3[CH2:41][CH2:42][C@H:38]([N:37]([CH3:43])[CH3:36])[CH2:39]3)[N:14]=2)[CH2:6][CH2:5]1)(=[O:3])[CH3:2], predict the reactants needed to synthesize it. The reactants are: [C:1]([N:4]1[CH2:9][CH2:8][CH:7]([C:10]2[O:11][C:12]3[C:13](=[C:15]([C:27]#[N:28])[C:16]([CH3:26])=[C:17]([C:20]4[CH:25]=[CH:24][CH:23]=[CH:22][CH:21]=4)[C:18]=3F)[N:14]=2)[CH2:6][CH2:5]1)(=[O:3])[CH3:2].C(N(CC)CC)C.[CH3:36][N:37]([CH3:43])[C@H:38]1[CH2:42][CH2:41][NH:40][CH2:39]1.